From a dataset of Full USPTO retrosynthesis dataset with 1.9M reactions from patents (1976-2016). Predict the reactants needed to synthesize the given product. (1) Given the product [CH3:21][O:22][C:2]1[CH:7]=[CH:6][C:5]([S:8]([N:11]2[CH2:16][CH2:15][N:14]([CH3:17])[CH2:13][CH2:12]2)(=[O:10])=[O:9])=[CH:4][C:3]=1[N+:18]([O-:20])=[O:19], predict the reactants needed to synthesize it. The reactants are: Cl[C:2]1[CH:7]=[CH:6][C:5]([S:8]([N:11]2[CH2:16][CH2:15][N:14]([CH3:17])[CH2:13][CH2:12]2)(=[O:10])=[O:9])=[CH:4][C:3]=1[N+:18]([O-:20])=[O:19].[CH3:21][O-:22].[Na+]. (2) Given the product [F:3][C:4]1[CH:5]=[N:6][C:7]([NH:15][CH2:16][CH2:17][CH2:18][O:19][C:20]2[CH:21]=[CH:22][C:23]([F:26])=[CH:24][CH:25]=2)=[C:8]([CH:14]=1)[C:9]([OH:11])=[O:10], predict the reactants needed to synthesize it. The reactants are: [OH-].[Li+].[F:3][C:4]1[CH:5]=[N:6][C:7]([NH:15][CH2:16][CH2:17][CH2:18][O:19][C:20]2[CH:25]=[CH:24][C:23]([F:26])=[CH:22][CH:21]=2)=[C:8]([CH:14]=1)[C:9]([O:11]CC)=[O:10].